From a dataset of Forward reaction prediction with 1.9M reactions from USPTO patents (1976-2016). Predict the product of the given reaction. (1) Given the reactants [C:1]([O:5][C:6]([N:8]1[CH2:13][CH2:12][C:11](=[C:14]2[C:20]3[CH:21]=[CH:22][C:23]([Cl:25])=[CH:24][C:19]=3[C:18]([CH:26]([NH2:33])[C:27]3[N:28]([CH3:32])[CH:29]=[N:30][CH:31]=3)=[CH:17][C:16]3[CH:34]=[CH:35][CH:36]=[CH:37][C:15]2=3)[CH2:10][CH2:9]1)=[O:7])([CH3:4])([CH3:3])[CH3:2].C(N(CC)CC)C.[CH3:45][C:46]1([O:49][C:50](=O)[O:51]N2C(=O)CCC2=O)[CH2:48][CH2:47]1, predict the reaction product. The product is: [C:1]([O:5][C:6]([N:8]1[CH2:13][CH2:12][C:11](=[C:14]2[C:20]3[CH:21]=[CH:22][C:23]([Cl:25])=[CH:24][C:19]=3[C:18]([CH:26]([NH:33][C:50]([O:49][C:46]3([CH3:45])[CH2:48][CH2:47]3)=[O:51])[C:27]3[N:28]([CH3:32])[CH:29]=[N:30][CH:31]=3)=[CH:17][C:16]3[CH:34]=[CH:35][CH:36]=[CH:37][C:15]2=3)[CH2:10][CH2:9]1)=[O:7])([CH3:4])([CH3:2])[CH3:3]. (2) Given the reactants FC(F)(F)C(O)=O.[CH2:8]([C:16]1[CH:28]=[CH:27][C:19]([C:20]([O:22]C(C)(C)C)=[O:21])=[C:18]([NH:29][C:30]([C:32]2[CH:33]=[N:34][C:35]([N:38]3[CH2:43][CH2:42][CH2:41][CH2:40][CH2:39]3)=[CH:36][CH:37]=2)=[O:31])[CH:17]=1)[CH2:9][C:10]1[CH:15]=[CH:14][CH:13]=[CH:12][CH:11]=1, predict the reaction product. The product is: [CH2:8]([C:16]1[CH:28]=[CH:27][C:19]([C:20]([OH:22])=[O:21])=[C:18]([NH:29][C:30]([C:32]2[CH:33]=[N:34][C:35]([N:38]3[CH2:43][CH2:42][CH2:41][CH2:40][CH2:39]3)=[CH:36][CH:37]=2)=[O:31])[CH:17]=1)[CH2:9][C:10]1[CH:11]=[CH:12][CH:13]=[CH:14][CH:15]=1.